This data is from Peptide-MHC class I binding affinity with 185,985 pairs from IEDB/IMGT. The task is: Regression. Given a peptide amino acid sequence and an MHC pseudo amino acid sequence, predict their binding affinity value. This is MHC class I binding data. The peptide sequence is TVAHQVCPY. The MHC is HLA-A02:03 with pseudo-sequence HLA-A02:03. The binding affinity (normalized) is 0.0847.